The task is: Predict which catalyst facilitates the given reaction.. This data is from Catalyst prediction with 721,799 reactions and 888 catalyst types from USPTO. (1) Reactant: Cl.[NH2:2][C@H:3]1[CH2:8][CH2:7][C@H:6]([C:9]([O:11][CH3:12])=[O:10])[CH2:5][CH2:4]1.C(N(CC)CC)C.[Cl:20][CH2:21][CH2:22][CH2:23][S:24](Cl)(=[O:26])=[O:25].Cl. Product: [Cl:20][CH2:21][CH2:22][CH2:23][S:24]([NH:2][C@H:3]1[CH2:4][CH2:5][C@H:6]([C:9]([O:11][CH3:12])=[O:10])[CH2:7][CH2:8]1)(=[O:26])=[O:25]. The catalyst class is: 22. (2) Reactant: [Br:1][C:2]1[C:11]([O:12][CH2:13][C:14]#[N:15])=[CH:10][CH:9]=[C:8]2[C:3]=1[CH:4]=[CH:5][C:6]([CH2:16][N:17]([CH3:33])[C:18]([C:20]1[C:24]3[CH:25]=[CH:26][CH:27]=[CH:28][C:23]=3[O:22][C:21]=1[CH2:29][CH2:30][CH2:31][CH3:32])=[O:19])=[CH:7]2.[N-:34]=[N+:35]=[N-:36].[Na+].[Cl-].[NH4+].[OH-].[Na+]. Product: [Br:1][C:2]1[C:11]([O:12][CH2:13][C:14]2[NH:36][N:35]=[N:34][N:15]=2)=[CH:10][CH:9]=[C:8]2[C:3]=1[CH:4]=[CH:5][C:6]([CH2:16][N:17]([CH3:33])[C:18]([C:20]1[C:24]3[CH:25]=[CH:26][CH:27]=[CH:28][C:23]=3[O:22][C:21]=1[CH2:29][CH2:30][CH2:31][CH3:32])=[O:19])=[CH:7]2. The catalyst class is: 18. (3) Reactant: [C:1]([CH2:3][C:4]1([N:20]2[CH:24]=[C:23]([C:25]3[C:26]4[CH:33]=[CH:32][N:31]([CH2:34][O:35][CH2:36][CH2:37][Si:38]([CH3:41])([CH3:40])[CH3:39])[C:27]=4[N:28]=[CH:29][N:30]=3)[CH:22]=[N:21]2)[CH2:7][C:6]([C:14](OC(C)C)=[O:15])([C:8](OC(C)C)=[O:9])[CH2:5]1)#[N:2].O1CCCC1.[BH4-].[Li+].Cl.C([O-])(O)=O.[Na+]. Product: [OH:15][CH2:14][C:6]1([CH2:8][OH:9])[CH2:5][C:4]([CH2:3][C:1]#[N:2])([N:20]2[CH:24]=[C:23]([C:25]3[C:26]4[CH:33]=[CH:32][N:31]([CH2:34][O:35][CH2:36][CH2:37][Si:38]([CH3:40])([CH3:41])[CH3:39])[C:27]=4[N:28]=[CH:29][N:30]=3)[CH:22]=[N:21]2)[CH2:7]1. The catalyst class is: 5. (4) Reactant: [C:1]([C:3]1[CH:12]=[CH:11][C:6]([C:7]([O:9]C)=[O:8])=[CH:5][CH:4]=1)#[CH:2].CO.[Li+].[OH-].Cl. Product: [C:1]([C:3]1[CH:12]=[CH:11][C:6]([C:7]([OH:9])=[O:8])=[CH:5][CH:4]=1)#[CH:2]. The catalyst class is: 20. (5) Reactant: [F:1][C:2]1[CH:7]=[CH:6][C:5]([NH:8][C:9]([C@H:11]2[CH2:15][CH2:14][N:13]([C@H](C3C=CC=CC=3)C)[C@H:12]2[CH3:24])=[O:10])=[CH:4][C:3]=1[CH3:25]. Product: [F:1][C:2]1[CH:7]=[CH:6][C:5]([NH:8][C:9]([C@H:11]2[CH2:15][CH2:14][NH:13][C@H:12]2[CH3:24])=[O:10])=[CH:4][C:3]=1[CH3:25]. The catalyst class is: 19. (6) Reactant: Cl[C:2]1[C:11]2[C:6](=[CH:7][CH:8]=[CH:9][CH:10]=2)[N:5]=[CH:4][C:3]=1[NH:12][C:13](=O)[CH3:14].ClC1C2C(=CC=CC=2)N=CC=1NC=O.Cl.[N+:31]([C:34]1[CH:42]=[CH:41][CH:40]=[CH:39][C:35]=1[CH2:36][O:37][NH2:38])([O-:33])=[O:32].Cl.C(ON)C. Product: [CH3:14][C:13]1[N:38]([O:37][CH2:36][C:35]2[CH:39]=[CH:40][CH:41]=[CH:42][C:34]=2[N+:31]([O-:33])=[O:32])[C:2]2[C:11]3[CH:10]=[CH:9][CH:8]=[CH:7][C:6]=3[N:5]=[CH:4][C:3]=2[N:12]=1. The catalyst class is: 32. (7) Reactant: [CH3:1][O:2][C:3]1[CH:4]=[C:5]2[C:10](=[CH:11][C:12]=1[O:13][CH2:14][CH2:15][O:16][CH3:17])[N:9]=[CH:8][N:7]=[C:6]2[NH:18][C:19]1[C:20]([CH:22]=[C:23]([O:27][C:28]2[CH:33]=[CH:32][CH:31]=[CH:30][CH:29]=2)[C:24](=[O:26])[CH:25]=1)=[O:21].[CH2:34](O)C1C=CC=CC=1.C(N(CC)CC)C. Product: [CH2:28]([O:27][C:23]1[C:24]([CH:25]=[C:19]([NH:18][C:6]2[C:5]3[C:10](=[CH:11][C:12]([O:13][CH2:14][CH2:15][O:16][CH3:17])=[C:3]([O:2][CH3:1])[CH:4]=3)[N:9]=[CH:8][N:7]=2)[C:20](=[O:21])[CH:22]=1)=[O:26])[C:29]1[CH:30]=[CH:31][CH:32]=[CH:33][CH:34]=1. The catalyst class is: 2.